Dataset: Catalyst prediction with 721,799 reactions and 888 catalyst types from USPTO. Task: Predict which catalyst facilitates the given reaction. (1) Reactant: [CH2:1]([N:3](CC)CC)C.F[P-](F)(F)(F)(F)F.N1(OC(N(C)C)=[N+](C)C)C2N=CC=CC=2N=N1.[C:32]([C:34]1[CH:39]=[CH:38][C:37]([CH:40]2[N:45]([CH2:46][C:47]([OH:49])=O)[C:44](=[O:50])[N:43]([C:51]3[CH:56]=[CH:55][CH:54]=[C:53]([C:57]([F:60])([F:59])[F:58])[CH:52]=3)[C:42]3[CH2:61][CH2:62][NH:63][C:64](=[O:65])[C:41]2=3)=[CH:36][CH:35]=1)#[N:33].CN. Product: [C:32]([C:34]1[CH:35]=[CH:36][C:37]([CH:40]2[N:45]([CH2:46][C:47]([NH:3][CH3:1])=[O:49])[C:44](=[O:50])[N:43]([C:51]3[CH:56]=[CH:55][CH:54]=[C:53]([C:57]([F:59])([F:58])[F:60])[CH:52]=3)[C:42]3[CH2:61][CH2:62][NH:63][C:64](=[O:65])[C:41]2=3)=[CH:38][CH:39]=1)#[N:33]. The catalyst class is: 9. (2) Reactant: Br[C:2]1[C:7]([OH:8])=[C:6]([CH:9]([CH3:11])[CH3:10])[CH:5]=[CH:4][CH:3]=1.[C:12]([C:16](C(O[Na])=O)([F:18])[F:17])([F:15])([F:14])[F:13]. Product: [F:17][C:16]([F:18])([C:2]1[C:7]([OH:8])=[C:6]([CH:9]([CH3:11])[CH3:10])[CH:5]=[CH:4][CH:3]=1)[C:12]([F:15])([F:14])[F:13]. The catalyst class is: 205. (3) Reactant: C([O:3][CH:4](OCC)[CH2:5][N:6]1[CH:10]=[CH:9][C:8]([C:11]2[CH:16]=[CH:15][C:14]([F:17])=[CH:13][N:12]=2)=[N:7]1)C.C(O)(C(F)(F)F)=O.C([O-])(O)=O.[Na+]. Product: [F:17][C:14]1[CH:15]=[CH:16][C:11]([C:8]2[CH:9]=[CH:10][N:6]([CH2:5][CH:4]=[O:3])[N:7]=2)=[N:12][CH:13]=1. The catalyst class is: 22. (4) Reactant: O[C:2]1([C:8]2[S:12][C:11]3[CH:13]=[CH:14][CH:15]=[CH:16][C:10]=3[C:9]=2[CH2:17][CH3:18])[CH2:7][CH2:6][NH:5][CH2:4][CH2:3]1.O1C[C@H]1COC1C2C=CSC=2C=CC=1. Product: [CH2:17]([C:9]1[C:10]2[CH:16]=[CH:15][CH:14]=[CH:13][C:11]=2[S:12][C:8]=1[CH:2]1[CH2:3][CH2:4][NH:5][CH2:6][CH2:7]1)[CH3:18]. The catalyst class is: 5. (5) Reactant: CON(C)[C:4]([C@@:6]1([CH3:13])[CH2:10][O:9][C:8]([CH3:12])([CH3:11])[O:7]1)=[O:5].[H-].[H-].[H-].[H-].[Li+].[Al+3].[NH4+].[Cl-]. Product: [CH3:11][C:8]1([CH3:12])[O:7][C@@:6]([CH3:13])([CH:4]=[O:5])[CH2:10][O:9]1. The catalyst class is: 1. (6) Reactant: [C:1]([O:5]C([C@]1(C(O)=O)C[C@H]1CC)=O)([CH3:4])([CH3:3])[CH3:2].C1N=CN([C:21]([N:23]2C=[N:26][CH:25]=[CH:24]2)=[O:22])C=1.[CH:28]1([S:31](N)(=[O:33])=[O:32])[CH2:30][CH2:29]1.[CH2:35]1CCN2[C:38](=NCCC2)[CH2:37][CH2:36]1.C1C[O:49]CC1. Product: [CH:28]1([S:31]([NH:26][C:25]([C@@:24]2([NH:23][C:21](=[O:22])[O:5][C:1]([CH3:2])([CH3:3])[CH3:4])[CH2:35][C@H:36]2[CH2:37][CH3:38])=[O:49])(=[O:33])=[O:32])[CH2:30][CH2:29]1. The catalyst class is: 25.